This data is from Peptide-MHC class I binding affinity with 185,985 pairs from IEDB/IMGT. The task is: Regression. Given a peptide amino acid sequence and an MHC pseudo amino acid sequence, predict their binding affinity value. This is MHC class I binding data. (1) The peptide sequence is LVSSLWSMI. The MHC is HLA-B08:01 with pseudo-sequence HLA-B08:01. The binding affinity (normalized) is 0. (2) The peptide sequence is NMDDIDEED. The MHC is Mamu-B8701 with pseudo-sequence Mamu-B8701. The binding affinity (normalized) is 0.603. (3) The peptide sequence is IQVNKGVAY. The MHC is HLA-B39:01 with pseudo-sequence HLA-B39:01. The binding affinity (normalized) is 0.0847. (4) The peptide sequence is KQKMFSNNV. The MHC is HLA-B15:03 with pseudo-sequence HLA-B15:03. The binding affinity (normalized) is 0.726. (5) The MHC is HLA-B46:01 with pseudo-sequence HLA-B46:01. The binding affinity (normalized) is 0.0847. The peptide sequence is FLQDESAYV. (6) The peptide sequence is RFSTSLLFL. The MHC is HLA-A24:02 with pseudo-sequence HLA-A24:02. The binding affinity (normalized) is 0.598. (7) The peptide sequence is GEQLLSCCRF. The MHC is Mamu-A11 with pseudo-sequence Mamu-A11. The binding affinity (normalized) is 0.433. (8) The peptide sequence is SGFMPKCSK. The MHC is HLA-A03:01 with pseudo-sequence HLA-A03:01. The binding affinity (normalized) is 0.490. (9) The peptide sequence is NLKERYYSGL. The MHC is HLA-A02:01 with pseudo-sequence HLA-A02:01. The binding affinity (normalized) is 0.179.